From a dataset of Full USPTO retrosynthesis dataset with 1.9M reactions from patents (1976-2016). Predict the reactants needed to synthesize the given product. (1) Given the product [C:41]1([CH3:44])[CH:40]=[CH:39][C:38]([S:35]([NH:34][C:5]2[CH:6]=[CH:7][C:8]([O:10][C:11]3[CH:12]=[C:13]([C:28]4[CH:29]=[CH:30][CH:31]=[CH:32][CH:33]=4)[C:14]([NH:17][S:18]([C:21]4[CH:26]=[CH:25][C:24]([CH3:27])=[CH:23][CH:22]=4)(=[O:20])=[O:19])=[CH:15][CH:16]=3)=[CH:9][C:4]=2[C:3]([OH:45])=[O:2])(=[O:36])=[O:37])=[CH:43][CH:42]=1, predict the reactants needed to synthesize it. The reactants are: C[O:2][C:3](=[O:45])[C:4]1[CH:9]=[C:8]([O:10][C:11]2[CH:12]=[C:13]([C:28]3[CH:33]=[CH:32][CH:31]=[CH:30][CH:29]=3)[C:14]([NH:17][S:18]([C:21]3[CH:26]=[CH:25][C:24]([CH3:27])=[CH:23][CH:22]=3)(=[O:20])=[O:19])=[CH:15][CH:16]=2)[CH:7]=[CH:6][C:5]=1[NH:34][S:35]([C:38]1[CH:43]=[CH:42][C:41]([CH3:44])=[CH:40][CH:39]=1)(=[O:37])=[O:36]. (2) Given the product [CH3:56][O:55][C:51]1[CH:50]=[C:49]2[C:54]([C:45]([O:44][CH2:43][C:42]3[N:38]4[N:39]=[C:34]([C:28]5[CH:33]=[CH:32][CH:31]=[CH:30][CH:29]=5)[CH:35]=[N:36][C:37]4=[N:40][N:41]=3)=[CH:46][CH:47]=[N:48]2)=[CH:53][CH:52]=1, predict the reactants needed to synthesize it. The reactants are: C1(C2N=NC(NNC(=O)CC3C=C4C(=CC=3)N=CC=C4)=NC=2)C=CC=CC=1.[C:28]1([C:34]2[N:39]=[N:38][C:37]([NH:40][NH:41][C:42](=O)[CH2:43][O:44][C:45]3[C:54]4[C:49](=[CH:50][C:51]([O:55][CH3:56])=[CH:52][CH:53]=4)[N:48]=[CH:47][CH:46]=3)=[N:36][CH:35]=2)[CH:33]=[CH:32][CH:31]=[CH:30][CH:29]=1. (3) Given the product [CH3:1][C:2]1[CH:3]=[C:4]([S:8]([C:13]2[CH:21]=[CH:20][C:19]3[N:18]([CH3:22])[C:17]4[CH2:23][CH:24]5[NH:28][CH:27]([C:16]=4[C:15]=3[C:14]=2[C:29]([O:31][C:32]([CH3:35])([CH3:34])[CH3:33])=[O:30])[CH2:26][CH2:25]5)(=[O:10])=[O:9])[CH:5]=[CH:6][CH:7]=1, predict the reactants needed to synthesize it. The reactants are: [CH3:1][C:2]1[CH:3]=[C:4]([S:8]([O-:10])=[O:9])[CH:5]=[CH:6][CH:7]=1.[Na+].Br[C:13]1[CH:21]=[CH:20][C:19]2[N:18]([CH3:22])[C:17]3[CH2:23][CH:24]4[NH:28][CH:27]([C:16]=3[C:15]=2[C:14]=1[C:29]([O:31][C:32]([CH3:35])([CH3:34])[CH3:33])=[O:30])[CH2:26][CH2:25]4. (4) Given the product [CH:13]([C@H:12]1[CH2:16][NH:23][CH2:22][CH2:9][NH:11]1)([CH3:15])[CH3:14], predict the reactants needed to synthesize it. The reactants are: C(O[C:9]([NH:11][C@H:12]([C:16](O)=O)[CH:13]([CH3:15])[CH3:14])=O)C1C=CC=CC=1.COC(=O)[CH2:22][NH2:23].C(Cl)Cl.CO. (5) Given the product [F:5][C:6]1[CH:7]=[C:8]([CH2:12][CH2:13][CH:14]=[O:15])[CH:9]=[CH:10][CH:11]=1, predict the reactants needed to synthesize it. The reactants are: CS(C)=O.[F:5][C:6]1[CH:7]=[C:8]([CH2:12][CH2:13][CH2:14][OH:15])[CH:9]=[CH:10][CH:11]=1.C(N(CC)CC)C.O. (6) Given the product [CH2:1]([O:3][C@@H:4]([CH2:10][C:11]1[CH:12]=[CH:13][C:14]([O:17][CH2:18][CH2:19][C:20]2[CH:21]=[CH:22][C:23]([O:26][S:27]([CH3:30])(=[O:28])=[O:29])=[CH:24][CH:25]=2)=[CH:15][CH:16]=1)[C:5]([OH:7])=[O:6])[CH3:2], predict the reactants needed to synthesize it. The reactants are: [CH2:1]([O:3][C@@H:4]([CH2:10][C:11]1[CH:16]=[CH:15][C:14]([O:17][CH2:18][CH2:19][C:20]2[CH:25]=[CH:24][C:23]([O:26][S:27]([CH3:30])(=[O:29])=[O:28])=[CH:22][CH:21]=2)=[CH:13][CH:12]=1)[C:5]([O:7]CC)=[O:6])[CH3:2].O1CCCC1.O.[OH-].[Li+]. (7) Given the product [Cl:14][C:8]1[CH:9]=[C:10]([Cl:13])[CH:11]=[CH:12][C:7]=1[C:4](=[N:3][O:2][CH3:1])[CH2:5][N:19]1[C:18](=[O:20])[C:17]2=[CH:21][CH:22]=[CH:23][CH:24]=[C:16]2[C:15]1=[O:25], predict the reactants needed to synthesize it. The reactants are: [CH3:1][O:2][N:3]=[C:4]([C:7]1[CH:12]=[CH:11][C:10]([Cl:13])=[CH:9][C:8]=1[Cl:14])[CH2:5]Br.[C:15]1(=[O:25])[NH:19][C:18](=[O:20])[C:17]2=[CH:21][CH:22]=[CH:23][CH:24]=[C:16]12.[K].C(=O)([O-])[O-].[K+].[K+].O. (8) Given the product [Br:1][C:2]1[C:3]([CH3:21])=[C:4]([N:8]2[C:17](=[O:18])[C:16]3[C:11](=[C:12]([F:19])[CH:13]=[CH:14][CH:15]=3)[N:10]([CH3:22])[C:9]2=[O:20])[CH:5]=[CH:6][CH:7]=1, predict the reactants needed to synthesize it. The reactants are: [Br:1][C:2]1[C:3]([CH3:21])=[C:4]([N:8]2[C:17](=[O:18])[C:16]3[C:11](=[C:12]([F:19])[CH:13]=[CH:14][CH:15]=3)[NH:10][C:9]2=[O:20])[CH:5]=[CH:6][CH:7]=1.[C:22]([O-])([O-])=O.[Cs+].[Cs+].IC.